Dataset: Reaction yield outcomes from USPTO patents with 853,638 reactions. Task: Predict the reaction yield, written as a fraction of the theoretical maximum amount of product (1.0 means a 100% yield; for example, 0.34 means a 34% yield). (1) The reactants are [F:1][C:2]([F:15])([F:14])[S:3]([O:6]S(C(F)(F)F)(=O)=O)(=[O:5])=[O:4].[CH3:16][O:17][C:18](=[O:39])[CH:19]([C:24]1[CH:29]=[C:28](O)[CH:27]=[C:26]([O:31][CH2:32][C:33]2[CH:38]=[CH:37][CH:36]=[CH:35][CH:34]=2)[CH:25]=1)[CH2:20][C:21]([CH3:23])=[CH2:22].N1C=CC=CC=1. The catalyst is C(Cl)Cl. The product is [CH3:16][O:17][C:18](=[O:39])[CH:19]([C:24]1[CH:29]=[C:28]([O:6][S:3]([C:2]([F:15])([F:14])[F:1])(=[O:5])=[O:4])[CH:27]=[C:26]([O:31][CH2:32][C:33]2[CH:38]=[CH:37][CH:36]=[CH:35][CH:34]=2)[CH:25]=1)[CH2:20][C:21]([CH3:23])=[CH2:22]. The yield is 0.960. (2) The reactants are [NH2:1][C:2]1[CH:25]=[CH:24][C:5]2[N:6]([CH3:23])[C:7]([N:9]([C:17]3[CH:22]=[CH:21][CH:20]=[CH:19][CH:18]=3)[C:10](=[O:16])[O:11][C:12]([CH3:15])([CH3:14])[CH3:13])=[N:8][C:4]=2[CH:3]=1.C([O-])(O)=O.[Na+].[Cl:31][C:32]1[N:37]=[C:36](Cl)[CH:35]=[CH:34][N:33]=1. The catalyst is C1COCC1.C(O)C. The product is [Cl:31][C:32]1[N:37]=[C:36]([NH:1][C:2]2[CH:25]=[CH:24][C:5]3[N:6]([CH3:23])[C:7]([N:9]([C:17]4[CH:18]=[CH:19][CH:20]=[CH:21][CH:22]=4)[C:10](=[O:16])[O:11][C:12]([CH3:15])([CH3:13])[CH3:14])=[N:8][C:4]=3[CH:3]=2)[CH:35]=[CH:34][N:33]=1. The yield is 0.730. (3) The yield is 0.640. The reactants are [NH2:1][C:2]1[N:7]=[CH:6][C:5]([C:8]2[CH2:12][N:11]([C:13]([O:15][C:16]([CH3:19])([CH3:18])[CH3:17])=[O:14])[C@H:10]([C:20]([O:22][CH3:23])=[O:21])[CH:9]=2)=[CH:4][C:3]=1[C:24]1[CH:29]=[CH:28][C:27]([C:30]([O:32][C:33]([CH3:36])([CH3:35])[CH3:34])=[O:31])=[C:26]([F:37])[CH:25]=1. The catalyst is CO.[Pd]. The product is [NH2:1][C:2]1[N:7]=[CH:6][C:5]([C@@H:8]2[CH2:12][N:11]([C:13]([O:15][C:16]([CH3:18])([CH3:17])[CH3:19])=[O:14])[C@H:10]([C:20]([O:22][CH3:23])=[O:21])[CH2:9]2)=[CH:4][C:3]=1[C:24]1[CH:29]=[CH:28][C:27]([C:30]([O:32][C:33]([CH3:36])([CH3:35])[CH3:34])=[O:31])=[C:26]([F:37])[CH:25]=1. (4) The reactants are [Cl:1][C:2]1[CH:3]=[CH:4][C:5]2[N:6]([CH:8]=[C:9]([NH:11][C:12](=[O:26])[C:13]3[CH:18]=[CH:17][C:16]([C:19]([CH3:25])([CH3:24])[CH2:20][CH2:21][C:22]#[N:23])=[CH:15][CH:14]=3)[N:10]=2)[CH:7]=1.[N:27]([Si](C)(C)C)=[N+:28]=[N-:29].C([Sn](=O)CCCC)CCC. The catalyst is C1(C)C=CC=CC=1. The product is [Cl:1][C:2]1[CH:3]=[CH:4][C:5]2[N:6]([CH:8]=[C:9]([NH:11][C:12](=[O:26])[C:13]3[CH:18]=[CH:17][C:16]([C:19]([CH3:24])([CH3:25])[CH2:20][CH2:21][C:22]4[NH:29][N:28]=[N:27][N:23]=4)=[CH:15][CH:14]=3)[N:10]=2)[CH:7]=1. The yield is 0.550.